Dataset: Catalyst prediction with 721,799 reactions and 888 catalyst types from USPTO. Task: Predict which catalyst facilitates the given reaction. Reactant: [CH3:1][S:2](Cl)(=[O:4])=[O:3].CN(C)C=O.O1CCCC1.[NH2:16][C:17]1[CH:37]=[CH:36][C:20]([O:21][CH2:22][CH2:23][O:24][C:25]2[CH:30]=[CH:29][CH:28]=[CH:27][C:26]=2[CH:31]([CH3:35])[C:32]([OH:34])=[O:33])=[CH:19][CH:18]=1. Product: [CH3:1][S:2]([NH:16][C:17]1[CH:18]=[CH:19][C:20]([O:21][CH2:22][CH2:23][O:24][C:25]2[CH:30]=[CH:29][CH:28]=[CH:27][C:26]=2[CH:31]([CH3:35])[C:32]([OH:34])=[O:33])=[CH:36][CH:37]=1)(=[O:4])=[O:3]. The catalyst class is: 17.